Dataset: Full USPTO retrosynthesis dataset with 1.9M reactions from patents (1976-2016). Task: Predict the reactants needed to synthesize the given product. Given the product [Br:1][C:2]1[CH:3]=[C:4]([CH:39]=[CH:40][CH:41]=1)[CH:5]([N:8]1[CH2:9][CH2:10][N:11]([C:14]2[CH:15]=[CH:16][C:17]([NH:20][C:21]([C:23]3[C:24]([C:29]4[CH:34]=[CH:33][C:32]([C:35]([F:36])([F:37])[F:38])=[CH:31][CH:30]=4)=[CH:25][CH:26]=[CH:27][CH:28]=3)=[O:22])=[CH:18][CH:19]=2)[CH2:12][CH2:13]1)[C:6](=[S:44])[NH2:7], predict the reactants needed to synthesize it. The reactants are: [Br:1][C:2]1[CH:3]=[C:4]([CH:39]=[CH:40][CH:41]=1)[CH:5]([N:8]1[CH2:13][CH2:12][N:11]([C:14]2[CH:19]=[CH:18][C:17]([NH:20][C:21]([C:23]3[C:24]([C:29]4[CH:34]=[CH:33][C:32]([C:35]([F:38])([F:37])[F:36])=[CH:31][CH:30]=4)=[CH:25][CH:26]=[CH:27][CH:28]=3)=[O:22])=[CH:16][CH:15]=2)[CH2:10][CH2:9]1)[C:6]#[N:7].C([S:44]P([O-])(OCC)=S)C.